Dataset: Reaction yield outcomes from USPTO patents with 853,638 reactions. Task: Predict the reaction yield, written as a fraction of the theoretical maximum amount of product (1.0 means a 100% yield; for example, 0.34 means a 34% yield). (1) The reactants are [C:1]([O:5][C:6]([N:8]1[CH2:12][CH2:11][C@H:10]([CH:13](C(O)=O)[C:14]([OH:16])=[O:15])[CH2:9]1)=[O:7])([CH3:4])([CH3:3])[CH3:2]. The catalyst is C1(C)C=CC=CC=1.CS(C)=O.CC(OC)(C)C. The product is [C:1]([O:5][C:6]([N:8]1[CH2:12][CH2:11][C@H:10]([CH2:13][C:14]([OH:16])=[O:15])[CH2:9]1)=[O:7])([CH3:4])([CH3:2])[CH3:3]. The yield is 0.920. (2) The reactants are C(O[C:6](=O)[N:7](C)[CH2:8][CH2:9][C:10]1[CH:15]=[CH:14][C:13]([O:16][C:17]2[CH:22]=[CH:21][CH:20]=[C:19]([C:23]([F:26])([F:25])[F:24])[CH:18]=2)=[CH:12][CH:11]=1)(C)(C)C.C(O)(C(F)(F)F)=O. The catalyst is C(Cl)Cl. The product is [CH3:6][NH:7][CH2:8][CH2:9][C:10]1[CH:11]=[CH:12][C:13]([O:16][C:17]2[CH:22]=[CH:21][CH:20]=[C:19]([C:23]([F:24])([F:26])[F:25])[CH:18]=2)=[CH:14][CH:15]=1. The yield is 0.821. (3) The reactants are [H-].[Al+3].[Li+].[H-].[H-].[H-].[C:7]1([C:13]2[C:24]([C:25](OC)=[O:26])=[C:16]3[C:17]4[CH2:23][CH2:22][O:21][C:18]=4[CH:19]=[CH:20][N:15]3[N:14]=2)[CH:12]=[CH:11][CH:10]=[CH:9][CH:8]=1.O.O.O.O.O.O.O.O.O.O.S([O-])([O-])(=O)=O.[Na+].[Na+]. The catalyst is O1CCCC1. The product is [C:7]1([C:13]2[C:24]([CH2:25][OH:26])=[C:16]3[C:17]4[CH2:23][CH2:22][O:21][C:18]=4[CH:19]=[CH:20][N:15]3[N:14]=2)[CH:8]=[CH:9][CH:10]=[CH:11][CH:12]=1. The yield is 0.900. (4) The reactants are [C:1]([O:5][C:6]([N:8]1[CH:16]2[CH:11]([CH2:12][CH2:13][CH2:14][CH2:15]2)[CH2:10][C@H:9]1[CH2:17][O:18][C:19]1[CH:28]=[CH:27][C:22]([C:23]([O:25][CH3:26])=[O:24])=[CH:21][CH:20]=1)=[O:7])([CH3:4])([CH3:3])[CH3:2]. The catalyst is CCO.CC(O)=O.[Rh]. The product is [C:1]([O:5][C:6]([N:8]1[CH:16]2[CH:11]([CH2:12][CH2:13][CH2:14][CH2:15]2)[CH2:10][C@H:9]1[CH2:17][O:18][C@@H:19]1[CH2:28][CH2:27][C@H:22]([C:23]([O:25][CH3:26])=[O:24])[CH2:21][CH2:20]1)=[O:7])([CH3:4])([CH3:3])[CH3:2]. The yield is 0.850.